Dataset: Forward reaction prediction with 1.9M reactions from USPTO patents (1976-2016). Task: Predict the product of the given reaction. (1) Given the reactants C([O:4][CH2:5][C@@H:6]1[C@@H:11]([O:12]C(=O)C)[C@H:10]([O:16]C(=O)C)[C@@:9]([O:21]C(=O)C)([CH3:20])[C@@H:8]([O:25][C:26]2[CH:31]=[CH:30][C:29]([Br:32])=[CH:28][C:27]=2[Cl:33])[O:7]1)(=O)C.C[O-].[Na+], predict the reaction product. The product is: [Br:32][C:29]1[CH:30]=[CH:31][C:26]([O:25][C@@H:8]2[C@@:9]([CH3:20])([OH:21])[C@@H:10]([OH:16])[C@H:11]([OH:12])[C@@H:6]([CH2:5][OH:4])[O:7]2)=[C:27]([Cl:33])[CH:28]=1. (2) Given the reactants C([N:9]=[C:10]=[S:11])(=O)C1C=CC=CC=1.[Cl:12][C:13]1[CH:14]=[C:15]([NH:19][C:20]2[CH:24]=[CH:23][NH:22][C:21]=2[C:25]([O:27]CC)=O)[CH:16]=[CH:17][CH:18]=1, predict the reaction product. The product is: [Cl:12][C:13]1[CH:14]=[C:15]([N:19]2[C:20]3[CH:24]=[CH:23][NH:22][C:21]=3[C:25](=[O:27])[NH:9][C:10]2=[S:11])[CH:16]=[CH:17][CH:18]=1.